From a dataset of Experimentally validated miRNA-target interactions with 360,000+ pairs, plus equal number of negative samples. Binary Classification. Given a miRNA mature sequence and a target amino acid sequence, predict their likelihood of interaction. (1) The miRNA is hsa-miR-539-5p with sequence GGAGAAAUUAUCCUUGGUGUGU. The protein sequence of the target gene is MALHDMEDFTFDGTKRLSVNYVKGILQPTDTCDIWDKIWNFQAKPDDLLISTYPKAGTTWTQEIVELIQNEGDVEKSKRAPTHQRFPFLEMKIPSLGSGLEQAHAMPSPRILKTHLPFHLLPPSLLEKNCKIIYVARNPKDNMVSYYHFQRMNKALPAPGTWEEYFETFLAGKVCWGSWHEHVKGWWEAKDKHRILYLFYEDMKKNPKHEIQKLAEFIGKKLDDKVLDKIVHYTSFDVMKQNPMANYSSIPAEIMDHSISPFMRKGAVGDWKKHFTVAQNERFDEDYKKKMTDTRLTFHF.... Result: 0 (no interaction). (2) The miRNA is hsa-miR-4282 with sequence UAAAAUUUGCAUCCAGGA. The protein sequence of the target gene is MAGVKALVALSFSGAIGLTFLMLGCALEDYGVYWPLFVLIFHAISPIPHFIAKRVTYDSDATSSACRELAYFFTTGIVVSAFGFPVILARVAVIKWGACGLVLAGNAVIFLTIQGFFLIFGRGDDFSWEQW. Result: 1 (interaction). (3) The miRNA is mmu-miR-302d-3p with sequence UAAGUGCUUCCAUGUUUGAGUGU. The protein sequence of the target gene is MAAPAPGAGAASGGAGCSGGGAGAGAGSGSGAAGAGGRLPSRVLELVFSYLELSELRSCALVCKHWYRCLHGDENSEVWRSLCARSLAEEALRTDILCNLPSYKAKIRAFQHAFSTNDCSRNVYIKKNGFTLHRNPIAQSTDGARTKIGFSEGRHAWEVWWEGPLGTVAVIGIATKRAPMQCQGYVALLGSDDQSWGWNLVDNNLLHNGEVNGSFPQCNNAPKYQIGERIRVILDMEDKTLAFERGYEFLGVAFRGLPKVCLYPAVSAVYGNTEVTLVYLGKPLDG. Result: 0 (no interaction). (4) The miRNA is rno-miR-320-3p with sequence AAAAGCUGGGUUGAGAGGGCGA. The protein sequence of the target gene is MVSSPCTQASSRTCSRILGLSLGTAALFAAGANVALLLPNWDVTYLLRGLLGRHAMLGTGLWGGGLMVLTAAILISLMGWRYGCFSKSGLCRSVLTALLSGGLALLGALICFVTSGVALKDGPFCMFDVSSFNQTQAWKYGYPFKDLHSRNYLYDRSLWNSVCLEPSAAVVWHVSLFSALLCISLLQLLLVVVHVINSLLGLFCSLCEK. Result: 0 (no interaction).